Predict the reactants needed to synthesize the given product. From a dataset of Full USPTO retrosynthesis dataset with 1.9M reactions from patents (1976-2016). Given the product [CH3:6][NH:8][CH2:9][CH2:10][CH2:11][CH2:12][CH2:13][O:14][CH2:15][C:16]([O:18][CH2:19][CH3:20])=[O:17], predict the reactants needed to synthesize it. The reactants are: C(O[C:6]([N:8](C)[CH2:9][CH2:10][CH2:11][CH2:12][CH2:13][O:14][CH2:15][C:16]([O:18][CH2:19][CH3:20])=[O:17])=O)(C)(C)C.FC(F)(F)C(O)=O.